This data is from Experimentally validated miRNA-target interactions with 360,000+ pairs, plus equal number of negative samples. The task is: Binary Classification. Given a miRNA mature sequence and a target amino acid sequence, predict their likelihood of interaction. (1) The miRNA is hsa-miR-660-5p with sequence UACCCAUUGCAUAUCGGAGUUG. The protein sequence of the target gene is MDSVEEPQKKVFKARKTMRASDRQQLDAVHRVKGELLRADGKLLNGSHENGDLDPTSPLENTDCIQDREEVNGIDGICFQSEESTTEWKETPCMPNVAVKNKQEDLNSEALSPSITCDLSSRVTTEPGSGSPASDNPGCGTPVSDNPASDNPASDNPASDNPDSGDLAAGELATTVQATGDSACEEPPSSDPSSSDPTSSEPSSSEPTCSEPISGDPVSEEAASHDLVSGDSTCSEPVSGEPVSHEAASSEPATSEPASDEPVARVVAACELAPGESALDDCAPSGDSQSDEPPSSEDSL.... Result: 0 (no interaction). (2) The miRNA is hsa-miR-448 with sequence UUGCAUAUGUAGGAUGUCCCAU. The protein sequence of the target gene is MSVQVAAPGSAGLGPERLSPEELVRQTRQVVQGLEALRAEHHGLAGHLAEALAGQGPAAGLEMLEEKQQVVSHSLEAIELGLGEAQVLLALSAHVGALEAEKQRLRSQARRLAQENVWLREELEETQRRLRASEESVAQLEEEKRHLEFLGQLRQYDPPAESQQSESPPRRDSLASLFPSEEEERKGPEAAGAAAAQQGGYEIPARLRTLHNLVIQYAGQGRYEVAVPLCRQALEDLERSSGHCHPDVATMLNILALVYRDQNKYKEATDLLHDALQIREQTLGPEHPAVAATLNNLAVL.... Result: 0 (no interaction). (3) The miRNA is hsa-miR-105-5p with sequence UCAAAUGCUCAGACUCCUGUGGU. The protein sequence of the target gene is MSSFTKDEFDCHILDEGFTAKDILDQKINEVSSSDDKDAFYVADLGDILKKHLRWLKALPRVTPFYAVKCNDSRAIVSTLAAIGTGFDCASKTEIQLVQGLGVPAERVIYANPCKQVSQIKYAASNGVQMMTFDSEIELMKVARAHPKAKLVLRIATDDSKAVCRLSVKFGATLKTSRLLLERAKELNIDVIGVSFHVGSGCTDPETFVQAVSDARCVFDMATEVGFSMHLLDIGGGFPGSEDTKLKFEEITSVINPALDKYFPSDSGVRIIAEPGRYYVASAFTLAVNIIAKKTVWKEQ.... Result: 0 (no interaction). (4) The miRNA is hsa-miR-3613-3p with sequence ACAAAAAAAAAAGCCCAACCCUUC. The protein sequence of the target gene is MSAVSQPQAAHAPLEKPASTAILCNTCGNVCKGEVLRVQNKYFHIRCFVCKACGCDLAEGGFFVRQGEHICTRDYQRLYGTRCFSCDRFIEGEVVSALGKTYHPDCFVCAVCRLPFPPGDRVTFNGKECMCQKCSPPTLLGNSAHVAQGLRSCGGCGLEIKNGQALVALDKHWHLGCFKCKTCGKLLNAEYISKDGLPYCEADYHSKFGIRCDGCEKYITGRVLEAGEKHYHPSCALCVRCGQMFSEGEEMYLQGSSIWHPACRQAARTEDKSKETRTSSESIVSVPASSTSGSPSRVIY.... Result: 0 (no interaction). (5) The miRNA is hsa-miR-3692-5p with sequence CCUGCUGGUCAGGAGUGGAUACUG. The protein sequence of the target gene is MKSHYIVLALASLTFLLCLPVSQSCNKALCASDVSKCLIQELCQCRPGEGNCPCCKECMLCLGALWDECCDCVGMCNPRNYSDTPPTSKSTVEELHEPIPSLFRALTEGDTQLNWNIVSFPVAEELSHHENLVSFLETVNQLHHQNVSVPSNNVHAPFPSDKERMCTVVYFDDCMSIHQCKISCESMGASKYRWFHNACCECIGPECIDYGSKTVKCMNCMF. Result: 0 (no interaction).